The task is: Predict the product of the given reaction.. This data is from Forward reaction prediction with 1.9M reactions from USPTO patents (1976-2016). (1) Given the reactants Br[C:2]1[CH:10]=[C:9]2[C:5]([CH2:6][N:7]3[C:13]([C:14]4[C:15]([C:20]5[CH:25]=[CH:24][CH:23]=[CH:22][CH:21]=5)=[N:16][O:17][C:18]=4[CH3:19])=[N:12][N:11]=[C:8]32)=[CH:4][CH:3]=1.[CH3:26]B(O)O.[O-]P([O-])([O-])=O.[K+].[K+].[K+], predict the reaction product. The product is: [CH3:26][C:2]1[CH:10]=[C:9]2[C:5]([CH2:6][N:7]3[C:13]([C:14]4[C:15]([C:20]5[CH:25]=[CH:24][CH:23]=[CH:22][CH:21]=5)=[N:16][O:17][C:18]=4[CH3:19])=[N:12][N:11]=[C:8]32)=[CH:4][CH:3]=1. (2) Given the reactants [ClH:1].[N:2]1([CH:11]([C:22]2[CH:27]=[CH:26][CH:25]=[CH:24][CH:23]=2)[CH:12]([OH:21])[CH2:13][N:14]2[CH2:19][CH2:18]N(C)[CH2:16][CH2:15]2)[C:10]2[C:5](=[CH:6][CH:7]=[CH:8][CH:9]=2)[CH:4]=[CH:3]1.Cl.Cl.N1(C(C2C=CC=CC=2)C([OH:49])CN2CCN(C)CC2)C2C(=CC=CC=2)C=C1.N1CCOCC1, predict the reaction product. The product is: [ClH:1].[N:2]1([CH:11]([C:22]2[CH:27]=[CH:26][CH:25]=[CH:24][CH:23]=2)[CH:12]([OH:21])[CH2:13][N:14]2[CH2:19][CH2:18][O:49][CH2:16][CH2:15]2)[C:10]2[C:5](=[CH:6][CH:7]=[CH:8][CH:9]=2)[CH:4]=[CH:3]1. (3) Given the reactants [CH3:1]C(C)([O-])C.[K+].[Br:7][C:8]1[CH:20]=[C:19]([Cl:21])[CH:18]=[CH:17][C:9]=1[O:10][CH:11]1[CH2:15][CH2:14][CH2:13][C:12]1=O, predict the reaction product. The product is: [Br:7][C:8]1[CH:20]=[C:19]([Cl:21])[CH:18]=[CH:17][C:9]=1[O:10][CH:11]1[CH2:15][CH2:14][CH2:13][C:12]1=[CH2:1]. (4) Given the reactants [CH3:1][C:2]1([C:13]([O:15][CH2:16][CH3:17])=[O:14])[C:11](=[O:12])[CH2:10][CH2:9][C:4]2([O:8][CH2:7][CH2:6][O:5]2)[CH2:3]1.[BH4-].[Na+], predict the reaction product. The product is: [OH:12][C@@H:11]1[CH2:10][CH2:9][C:4]2([O:8][CH2:7][CH2:6][O:5]2)[CH2:3][C@:2]1([CH3:1])[C:13]([O:15][CH2:16][CH3:17])=[O:14]. (5) The product is: [CH3:29][O:30][CH2:31][CH:32]1[CH2:37][CH2:36][N:35]([CH2:2][C:3]2[N:4]([CH3:28])[C:5]3[C:10]([N:11]=2)=[C:9]([N:12]2[CH2:17][CH2:16][O:15][CH2:14][CH2:13]2)[N:8]=[C:7]([N:18]2[C:22]4[CH:23]=[CH:24][CH:25]=[CH:26][C:21]=4[N:20]=[C:19]2[CH3:27])[N:6]=3)[CH2:34][CH2:33]1. Given the reactants Br[CH2:2][C:3]1[N:4]([CH3:28])[C:5]2[C:10]([N:11]=1)=[C:9]([N:12]1[CH2:17][CH2:16][O:15][CH2:14][CH2:13]1)[N:8]=[C:7]([N:18]1[C:22]3[CH:23]=[CH:24][CH:25]=[CH:26][C:21]=3[N:20]=[C:19]1[CH3:27])[N:6]=2.[CH3:29][O:30][CH2:31][CH:32]1[CH2:37][CH2:36][NH:35][CH2:34][CH2:33]1, predict the reaction product. (6) Given the reactants [C:1]([O:5][C:6]([N:8]1[C@@H:13]([C:14]([OH:16])=O)[C@H:12]2[CH2:17][C@@H:9]1[CH2:10][CH2:11]2)=[O:7])([CH3:4])([CH3:3])[CH3:2].Cl.[NH2:19][CH2:20][C:21]1[CH:30]=[CH:29][C:24]([C:25]([O:27][CH3:28])=[O:26])=[CH:23][CH:22]=1.O.ON1C2C=CC=CC=2N=N1.C(N(CC)CC)C.C(Cl)CCl, predict the reaction product. The product is: [C:1]([O:5][C:6]([N:8]1[C@@H:13]([C:14]([NH:19][CH2:20][C:21]2[CH:22]=[CH:23][C:24]([C:25]([O:27][CH3:28])=[O:26])=[CH:29][CH:30]=2)=[O:16])[C@H:12]2[CH2:17][C@@H:9]1[CH2:10][CH2:11]2)=[O:7])([CH3:2])([CH3:3])[CH3:4]. (7) Given the reactants [CH3:1]/[C:2](/[C:5]([CH3:7])=[O:6])=[N:3]\[OH:4].[CH:8]1[C:17]2[C:12](=[CH:13][CH:14]=[CH:15][CH:16]=2)[CH:11]=[CH:10][C:9]=1[CH:18]=O.Cl, predict the reaction product. The product is: [CH3:1][C:2]1[N+:3]([O-:4])=[C:18]([C:9]2[CH:10]=[CH:11][C:12]3[C:17](=[CH:16][CH:15]=[CH:14][CH:13]=3)[CH:8]=2)[O:6][C:5]=1[CH3:7].